From a dataset of Experimentally validated miRNA-target interactions with 360,000+ pairs, plus equal number of negative samples. Binary Classification. Given a miRNA mature sequence and a target amino acid sequence, predict their likelihood of interaction. (1) The miRNA is hsa-miR-331-3p with sequence GCCCCUGGGCCUAUCCUAGAA. The protein sequence of the target gene is MNAPLGGIWLWLPLLLTWLTPEVNSSWWYMRATGGSSRVMCDNVPGLVSSQRQLCHRHPDVMRAISQGVAEWTAECQHQFRQHRWNCNTLDRDHSLFGRVLLRSSRESAFVYAISSAGVVFAITRACSQGEVKSCSCDPKKMGSAKDSKGIFDWGGCSDNIDYGIKFARAFVDAKERKGKDARALMNLHNNRAGRKAVKRFLKQECKCHGVSGSCTLRTCWLAMADFRKTGDYLWRKYNGAIQVVMNQDGTGFTVANERFKKPTKNDLVYFENSPDYCIRDREAGSLGTAGRVCNLTSRG.... Result: 0 (no interaction). (2) The miRNA is hsa-miR-1208 with sequence UCACUGUUCAGACAGGCGGA. The protein sequence of the target gene is MVMFKKIKSFEVVFNDPEKVYGSGEKVAGRVTVEVCEVTRVKAVRILACGVAKVLWMQGSQQCKQTLDYLRYEDTLLLEDQPTGENEMVIMRPGNKYEYKFGFELPQGPLGTSFKGKYGCVDYWVKAFLDRPSQPTQEAKKNFEVMDLVDVNTPDLMAPVSAKKEKKVSCMFIPDGRVSVSARIDRKGFCEGDDISIHADFENTCSRIVVPKAAIVARHTYLANGQTKVLTQKLSSVRGNHIISGTCASWRGKSLRVQKIRPSILGCNILRVEYSLLIYVSVPGSKKVILDLPLVIGSRS.... Result: 0 (no interaction). (3) The miRNA is hsa-miR-7106-3p with sequence AGCUCCCUGAAUCCCUGUCCCAG. Result: 0 (no interaction). The protein sequence of the target gene is MNSSTSAGVYANGNDNKKFKGDRPPCSPSRVLHLRKIPCDVTEAEVISLGLPFGKVTNLLMLKGKSQAFLEMASEEAAVTMINYYTPVTPHLRSQPVYIQYSNHRELKTDNLPNQARAQAALQAVSAVQSGNLSLPGATANEGTLLPGQSPVLRIIIENLFYPVTLEVLHQIFSKFGTVLKIITFTKNNQFQALLQYADPVNAQYAKMALDGQNIYNACCTLRIDFSKLTSLNVKYNNDKSRDFTRLDLPTGDGQPSLEPPMAAAFGAPGIMSSPYAGAAGFAPAIAFPQAAGLSVPAVP.... (4) The miRNA is mmu-miR-7028-3p with sequence CCUUCUCUUCCCCCUCGGCCAG. The protein sequence of the target gene is MLRGSASSTSMEKAKGKEWTSTEKSREEDQQASNQPNSIALPGTSAKRTKEKMSIKGSKVLCPKKKAEHTDNPRPQKKIPIPPLPSKLPPVNLIHRDILRAWCQQLKLSSKGQKLDAYKRLCAFAYPNQKDFPSTAKEAKIRKSLQKKLKVEKGETSLQSSETHPPEVALPPVGEPPALENSTALLEGVNTVVVTTSAPEALLASWARISARARTPEAVESPQEASGVRWCVVHGKSLPADTDGWVHLQFHAGQAWVPEKQEGRVSALFLLPASNFPPPHLEDNMLCPKCVHRNKVLIKS.... Result: 0 (no interaction). (5) The miRNA is hsa-miR-4646-5p with sequence ACUGGGAAGAGGAGCUGAGGGA. The protein sequence of the target gene is MAKVNITRDLIRRQVKERGALSFERRYHVTDPFIRRLGLEAELQGHSGCVNCLEWNEKGDLLASGSDDQHTIVWDPLHHKKLLSMHTGHTANIFSVKFLPHAGDRILITGAADSKVHVHDLTVKETIHMFGDHTNRVKRIATAPMWPNTFWSAAEDGLIRQYDLRENSKHSEVLIDLTEYCGPMVEAKCLTVNPQDNNCLAVGASGPFVRLYDIRMIHNHRKSMRQSPSAGVHTFCDRQKPLPDGAAQYYVAGHLPVKLPDYNSRLRVLVATYVTFSPNGTELLVNMGGEQVYLFDLTYK.... Result: 0 (no interaction). (6) The miRNA is hsa-miR-132-3p with sequence UAACAGUCUACAGCCAUGGUCG. The protein sequence of the target gene is MSELSDEASEPELLNRSLSMWHGLGTQVSGEELDVPLDLHTAASIGQYEVVKECVQRRELDLNKKNGGGWTPLMYASYIGHDTIVHLLLEAGVSVNVPTPEGQTPLMLASSCGNESIAYFLLQQGAELEMKDIQGWTALFHCTSAGHQHMVRFLLDSGANANVREPICGFTPLMEAAAAGHEIIVQYFLNHGVKVDARDHSGATARMLAKQYGHMKIVALMDTYSPSLPKSLYRSPEKYEDLSSSDESCPAPQRQRPCRKKGVSIHEGPRALARITGIGLGGRAPRPRYEQAPPRGYVTF.... Result: 0 (no interaction). (7) The miRNA is mmu-miR-195a-5p with sequence UAGCAGCACAGAAAUAUUGGC. The protein sequence of the target gene is MEPAGHSSATHNIVVPNANPTQPQPLAPAMREEGATLSPPNTWSSSSVEFLDDADDNRLLFTCTFTLPHGTVLSSATYADGFHEQYLTIGDNFLARLEPKGQSFILSAAAASVKQRIFARVTMPDGALRACELLCEFETDRAKITVLALRSAFSLQASHVSSNFHVFTFITKHSSTCALTHIDYASIPYLGLLPTDLIGKSLLAFVYSPDVHVVRQAHIDLHNSRGKIVKSIADLRLVAHNGSILRCQTEWSAYVNPWTRKMELVVARHRICSLPIGDSDVISSPPPGIQSNTLPPVMAK.... Result: 0 (no interaction). (8) The miRNA is hsa-miR-4308 with sequence UCCCUGGAGUUUCUUCUU. The protein sequence of the target gene is MEVDAPGVDGRDGLRERRGFSEGGRQNFDVRPQSGANGLPKHSYWLDLWLFILFDVVVFLFVYFLP. Result: 0 (no interaction). (9) The miRNA is hsa-miR-130b-5p with sequence ACUCUUUCCCUGUUGCACUAC. The protein sequence of the target gene is MSDVNPPSDTPIPFSSSSTHSSHIPPWTFSCYPGSPCENGVMLYMRNVSHEELQRFKQLLLTELSTGTMPITWDQVETASWAEVVHLLIERFPGRRAWDVTSNIFAIMNCDKMCVVVRREINAILPTLEPEDLNVGETQVNLEEGESGKIRRYKSNVMEKFFPIWDITTWPGNQRDFFYQGVHRHEEYLPCLLLPKRPQGRQPKTVAIQGAPGIGKTILAKKVMFEWARNKFYAHKRWCAFYFHCQEVNQTTDQSFSELIEQKWPGSQDLVSKIMSKPDQLLLLLDGFEELTSTLIDRLE.... Result: 0 (no interaction). (10) The miRNA is hsa-miR-622 with sequence ACAGUCUGCUGAGGUUGGAGC. The protein sequence of the target gene is MDVKERKPYRSLTRRRDAERRYTSSSADSEEGKAPQKSYSSSETLKAYDQDARLAYGSRVKDIVPQEAEEFCRTGANFTLRELGLEEVTPPHGTLYRTDIGLPHCGYSMGAGSDADMEADTVLSPEHPVRLWGRSTRSGRSSCLSSRANSNLTLTDTEHENTETDHPGGLQNHARLRTPPPPLSHAHTPNQHHAASINSLNRGNFTPRSNPSPAPTDHSLSGEPPAGGAQEPAHAQENWLLNSNIPLETRNLGKQPFLGTLQDNLIEMDILGASRHDGAYSDGHFLFKPGGTSPLFCTTS.... Result: 1 (interaction).